From a dataset of Full USPTO retrosynthesis dataset with 1.9M reactions from patents (1976-2016). Predict the reactants needed to synthesize the given product. (1) Given the product [Br:8][C:6]1[CH:7]=[C:2]([O:11][CH:10]([CH3:12])[CH3:9])[CH:3]=[N:4][CH:5]=1, predict the reactants needed to synthesize it. The reactants are: Br[C:2]1[CH:3]=[N:4][CH:5]=[C:6]([Br:8])[CH:7]=1.[CH3:9][CH:10]([CH3:12])[O-:11].[K+]. (2) Given the product [CH3:1][O:2][C:3](=[O:13])[CH:4]([CH3:12])[CH2:5][N:6]([C:17]1[C:18]([N+:22]([O-:24])=[O:23])=[CH:19][N:20]=[C:15]([Cl:14])[N:16]=1)[CH:7]1[CH2:8][CH2:9][CH2:10][CH2:11]1, predict the reactants needed to synthesize it. The reactants are: [CH3:1][O:2][C:3](=[O:13])[CH:4]([CH3:12])[CH2:5][NH:6][CH:7]1[CH2:11][CH2:10][CH2:9][CH2:8]1.[Cl:14][C:15]1[N:20]=[C:19](Cl)[C:18]([N+:22]([O-:24])=[O:23])=[CH:17][N:16]=1.C(=O)(O)[O-].[Na+].